This data is from Reaction yield outcomes from USPTO patents with 853,638 reactions. The task is: Predict the reaction yield, written as a fraction of the theoretical maximum amount of product (1.0 means a 100% yield; for example, 0.34 means a 34% yield). (1) The reactants are [N+:1]([C:4]1[CH:9]=[CH:8][C:7]([NH2:10])=[CH:6][CH:5]=1)([O-:3])=[O:2].[Br:11]Br. The catalyst is CC(O)=O. The product is [Br:11][C:8]1[CH:9]=[C:4]([N+:1]([O-:3])=[O:2])[CH:5]=[CH:6][C:7]=1[NH2:10]. The yield is 0.720. (2) The product is [C:37]([OH:42])(=[O:41])[C:38]([OH:40])=[O:39].[OH:18][C@@H:20]1[CH2:21][C:22]2[C:27](=[CH:26][CH:25]=[CH:24][CH:23]=2)[C@H:19]1[O:16][C:7]1[C:8]2[N:12]=[C:11]([CH3:13])[N:10]([CH3:14])[C:9]=2[CH:15]=[C:5]([C:3]([N:2]([CH3:1])[CH3:17])=[O:4])[CH:6]=1. The yield is 0.650. The reactants are [CH3:1][N:2]([CH3:17])[C:3]([C:5]1[CH:6]=[C:7]([OH:16])[C:8]2[N:12]=[C:11]([CH3:13])[N:10]([CH3:14])[C:9]=2[CH:15]=1)=[O:4].[O:18]1[CH:20]2[CH2:21][C:22]3[C:27]([CH:19]12)=[CH:26][CH:25]=[CH:24][CH:23]=3.C(N(CC)CC)C.O.O.[C:37]([OH:42])(=[O:41])[C:38]([OH:40])=[O:39]. The catalyst is CO.O.CC(C)=O.ClCCl. (3) The reactants are Cl[C:2]1[N:7]=[C:6]([Cl:8])[N:5]=[C:4]([C:9]2[CH:14]=[C:13]([Cl:15])[CH:12]=[CH:11][C:10]=2[CH3:16])[N:3]=1.[NH2:17][C:18]1[CH:26]=[C:25]2[C:21]([CH:22]=[N:23][NH:24]2)=[CH:20][CH:19]=1.C(N(C(C)C)CC)(C)C. The catalyst is O1CCCC1. The product is [Cl:8][C:6]1[N:5]=[C:4]([C:9]2[CH:14]=[C:13]([Cl:15])[CH:12]=[CH:11][C:10]=2[CH3:16])[N:3]=[C:2]([NH:17][C:18]2[CH:26]=[C:25]3[C:21]([CH:22]=[N:23][NH:24]3)=[CH:20][CH:19]=2)[N:7]=1. The yield is 0.450.